This data is from Catalyst prediction with 721,799 reactions and 888 catalyst types from USPTO. The task is: Predict which catalyst facilitates the given reaction. Reactant: [Cl:1][C:2]1[C:7]([O:8][CH3:9])=[C:6](Cl)[N:5]=[CH:4][N:3]=1.[NH3:11]. Product: [NH2:11][C:6]1[C:7]([O:8][CH3:9])=[C:2]([Cl:1])[N:3]=[CH:4][N:5]=1. The catalyst class is: 51.